From a dataset of Forward reaction prediction with 1.9M reactions from USPTO patents (1976-2016). Predict the product of the given reaction. (1) Given the reactants C([NH:4][C:5]1(C(OCC)=O)[CH2:14][C:13]2[C:8](=[CH:9][CH:10]=[CH:11][CH:12]=2)[NH:7][C:6]1=[O:15])(=O)C, predict the reaction product. The product is: [NH2:4][CH:5]1[CH2:14][C:13]2[C:8](=[CH:9][CH:10]=[CH:11][CH:12]=2)[NH:7][C:6]1=[O:15]. (2) The product is: [CH2:2]([C:3]1[CH:4]=[CH:5][C:6]([CH:9]([OH:29])[CH2:10][O:11][C:12]2[CH:17]=[CH:16][C:15]([CH2:18][CH:19]3[S:25][C:23](=[O:24])[NH:22][C:20]3=[O:21])=[CH:14][CH:13]=2)=[N:7][CH:8]=1)[CH3:1]. Given the reactants [CH3:1][CH2:2][C:3]1[CH:4]=[CH:5][C:6]([CH2:9][CH2:10][O:11][C:12]2[CH:13]=[CH:14][C:15]([CH2:18][CH:19]3[S:25][C:23](=[O:24])[NH:22][C:20]3=[O:21])=[CH:16][CH:17]=2)=[N:7][CH:8]=1.FC(F)(F)C(OC(=O)C(F)(F)F)=[O:29], predict the reaction product.